Dataset: Peptide-MHC class II binding affinity with 134,281 pairs from IEDB. Task: Regression. Given a peptide amino acid sequence and an MHC pseudo amino acid sequence, predict their binding affinity value. This is MHC class II binding data. (1) The peptide sequence is SQDYELSWNLNGLQAY. The MHC is HLA-DQA10301-DQB10302 with pseudo-sequence HLA-DQA10301-DQB10302. The binding affinity (normalized) is 0.317. (2) The peptide sequence is CEHLEDGIYGIFQST. The MHC is DRB1_0801 with pseudo-sequence DRB1_0801. The binding affinity (normalized) is 0. (3) The peptide sequence is PKVKFDCVVVNPPLN. The MHC is DRB1_0101 with pseudo-sequence DRB1_0101. The binding affinity (normalized) is 0.505. (4) The peptide sequence is CSNSHVNTLRFLVKN. The MHC is DRB1_0401 with pseudo-sequence DRB1_0401. The binding affinity (normalized) is 0.294. (5) The peptide sequence is AVKPAAEEVKVIPAG. The MHC is DRB4_0101 with pseudo-sequence DRB4_0103. The binding affinity (normalized) is 0.194. (6) The peptide sequence is TEYKLTESIDNILVK. The MHC is HLA-DPA10103-DPB10401 with pseudo-sequence HLA-DPA10103-DPB10401. The binding affinity (normalized) is 0.235.